From a dataset of Full USPTO retrosynthesis dataset with 1.9M reactions from patents (1976-2016). Predict the reactants needed to synthesize the given product. (1) Given the product [OH:5][C:6]1[CH:7]=[C:8]([C:12]2[CH:17]=[CH:16][CH:15]=[C:14]([C:18]([O:20][CH3:21])=[O:19])[CH:13]=2)[CH:9]=[CH:10][CH:11]=1, predict the reactants needed to synthesize it. The reactants are: S(Cl)(Cl)=O.[OH:5][C:6]1[CH:7]=[C:8]([C:12]2[CH:17]=[CH:16][CH:15]=[C:14]([C:18]([OH:20])=[O:19])[CH:13]=2)[CH:9]=[CH:10][CH:11]=1.[CH3:21]O. (2) Given the product [CH3:1][O:2][CH:3]1[CH2:4][N:5]([C:7]2[N:8]=[CH:9][C:10]([C:13]([OH:15])=[O:14])=[CH:11][N:12]=2)[CH2:6]1, predict the reactants needed to synthesize it. The reactants are: [CH3:1][O:2][CH:3]1[CH2:6][N:5]([C:7]2[N:12]=[CH:11][C:10]([C:13]([O:15]C)=[O:14])=[CH:9][N:8]=2)[CH2:4]1.[Li+].[OH-].Cl. (3) Given the product [CH3:1][O:2][C:3]1[CH:4]=[C:5]2[C:9](=[C:10]([C:12]([F:13])([F:15])[F:14])[CH:11]=1)[NH:8][C:7]([C:16]1[C:17]([CH3:23])=[N:18][N:19]([CH3:22])[C:20]=1[CH3:21])=[C:6]2/[CH:24]=[C:37]1\[O:38][C:34]2[CH:33]=[CH:32][C:31]([NH:30][C:28]([NH:27][CH3:26])=[O:29])=[CH:40][C:35]=2[C:36]\1=[O:39], predict the reactants needed to synthesize it. The reactants are: [CH3:1][O:2][C:3]1[CH:4]=[C:5]2[C:9](=[C:10]([C:12]([F:15])([F:14])[F:13])[CH:11]=1)[NH:8][C:7]([C:16]1[C:17]([CH3:23])=[N:18][N:19]([CH3:22])[C:20]=1[CH3:21])=[C:6]2[CH:24]=O.[CH3:26][NH:27][C:28]([NH:30][C:31]1[CH:32]=[CH:33][C:34]2[O:38][CH2:37][C:36](=[O:39])[C:35]=2[CH:40]=1)=[O:29].CCOC(C)=O. (4) Given the product [BrH:9].[Br:9][CH2:7][C:6]1[S:5][CH:4]=[N:3][C:2]=1[CH3:1], predict the reactants needed to synthesize it. The reactants are: [CH3:1][C:2]1[N:3]=[CH:4][S:5][C:6]=1[CH2:7]O.[Br:9]P(Br)Br.